Dataset: Aqueous solubility values for 9,982 compounds from the AqSolDB database. Task: Regression/Classification. Given a drug SMILES string, predict its absorption, distribution, metabolism, or excretion properties. Task type varies by dataset: regression for continuous measurements (e.g., permeability, clearance, half-life) or binary classification for categorical outcomes (e.g., BBB penetration, CYP inhibition). For this dataset (solubility_aqsoldb), we predict Y. (1) The molecule is NC1C(O)C(O)C(O)C(O)C1O. The Y is -1.41 log mol/L. (2) The drug is CCCCC(C)CCC. The Y is -6.05 log mol/L. (3) The drug is Nc1cccc(S(=O)(=O)O)c1. The Y is -1.21 log mol/L.